This data is from Catalyst prediction with 721,799 reactions and 888 catalyst types from USPTO. The task is: Predict which catalyst facilitates the given reaction. (1) The catalyst class is: 8. Reactant: [OH-].[NH4+:2].[Cl:3][C:4]1[CH:5]=[C:6]2[N:24]([CH2:25][O:26][CH2:27][CH2:28][Si:29]([CH3:32])([CH3:31])[CH3:30])[C:23]([O:33][C@H:34]3[C@H:38]4[O:39][CH2:40][CH:41]([CH2:42][C:43]([O:45]CC)=O)[C@H:37]4[O:36][CH2:35]3)=[N:22][C:7]2=[N:8][C:9]=1[C:10]1[CH:15]=[CH:14][C:13]([C:16]2[CH:21]=[CH:20][CH:19]=[CH:18][CH:17]=2)=[CH:12][CH:11]=1. Product: [Cl:3][C:4]1[CH:5]=[C:6]2[N:24]([CH2:25][O:26][CH2:27][CH2:28][Si:29]([CH3:31])([CH3:30])[CH3:32])[C:23]([O:33][C@H:34]3[C@H:38]4[O:39][CH2:40][CH:41]([CH2:42][C:43]([NH2:2])=[O:45])[C@H:37]4[O:36][CH2:35]3)=[N:22][C:7]2=[N:8][C:9]=1[C:10]1[CH:15]=[CH:14][C:13]([C:16]2[CH:21]=[CH:20][CH:19]=[CH:18][CH:17]=2)=[CH:12][CH:11]=1. (2) Reactant: [CH2:1]([C:5]12[CH2:18][CH2:17][C:16](=[O:19])[CH:15]=[C:14]1[C:13]1[C:8](=[CH:9][C:10]([O:20]C)=[CH:11][CH:12]=1)[CH2:7][CH2:6]2)[CH2:2][CH2:3][CH3:4].B(Br)(Br)Br. Product: [CH2:1]([C:5]12[CH2:18][CH2:17][C:16](=[O:19])[CH:15]=[C:14]1[C:13]1[C:8](=[CH:9][C:10]([OH:20])=[CH:11][CH:12]=1)[CH2:7][CH2:6]2)[CH2:2][CH2:3][CH3:4]. The catalyst class is: 2. (3) Reactant: [F:1][C:2]1[C:3]([CH:25]=[CH:26]OC)=[C:4]([C:10]2[CH:15]=[CH:14][C:13]([CH:16]3[CH2:21][CH2:20][CH:19]([CH2:22][CH2:23][CH3:24])[CH2:18][CH2:17]3)=[CH:12][CH:11]=2)[CH:5]=[C:6]([F:9])[C:7]=1[F:8].CS(O)(=O)=O. Product: [F:1][C:2]1[C:3]2[CH:25]=[CH:26][C:15]3[C:10](=[CH:11][CH:12]=[C:13]([CH:16]4[CH2:21][CH2:20][CH:19]([CH2:22][CH2:23][CH3:24])[CH2:18][CH2:17]4)[CH:14]=3)[C:4]=2[CH:5]=[C:6]([F:9])[C:7]=1[F:8]. The catalyst class is: 4.